From a dataset of Full USPTO retrosynthesis dataset with 1.9M reactions from patents (1976-2016). Predict the reactants needed to synthesize the given product. (1) Given the product [F:18][C:2]1([F:1])[CH2:6][NH:5][C@@H:4]([C:14]([O:16][CH3:17])=[O:15])[CH2:3]1, predict the reactants needed to synthesize it. The reactants are: [F:1][C:2]1([F:18])[CH2:6][N:5](C(OC(C)(C)C)=O)[C@@H:4]([C:14]([O:16][CH3:17])=[O:15])[CH2:3]1.FC(F)(F)C(O)=O. (2) The reactants are: [OH:1][C:2]1([CH:16]2[CH2:21][CH2:20][CH2:19][CH2:18][C:17]2=O)[CH2:5][N:4]([C:6]([O:8][CH2:9][C:10]2[CH:15]=[CH:14][CH:13]=[CH:12][CH:11]=2)=[O:7])[CH2:3]1.C([O-])(=O)C.[NH4+].C([BH3-])#[N:29].[Na+].Cl. Given the product [CH2:9]([O:8][C:6]([N:4]1[CH2:5][C:2]([CH:16]2[CH2:21][CH2:20][CH2:19][CH2:18][CH:17]2[NH2:29])([OH:1])[CH2:3]1)=[O:7])[C:10]1[CH:15]=[CH:14][CH:13]=[CH:12][CH:11]=1, predict the reactants needed to synthesize it. (3) Given the product [NH2:1][C:2]1[C:10]2[C:5](=[CH:6][CH:7]=[CH:8][C:9]=2[C:11]2[CH:16]=[CH:15][C:14]([CH2:17][C:18]([OH:20])=[O:19])=[CH:13][CH:12]=2)[NH:4][N:3]=1, predict the reactants needed to synthesize it. The reactants are: [NH2:1][C:2]1[C:10]2[C:5](=[CH:6][CH:7]=[CH:8][C:9]=2[C:11]2[CH:16]=[CH:15][C:14]([CH2:17][C:18]([O:20]C)=[O:19])=[CH:13][CH:12]=2)[NH:4][N:3]=1.Cl. (4) The reactants are: C(N1[CH2:8][CH2:7][C:6](=O)[CH2:5][CH2:4]1)C.C(O[BH-](O[C:20](=[O:22])[CH3:21])OC(=O)C)(=O)C.[Na+].C(O)(=O)C.[CH3:28][CH2:29][CH2:30][CH2:31][CH2:32][CH3:33].[Cl:34]CCCl. Given the product [Cl:34][C:30]1[CH:29]=[CH:28][C:33]([C:6]2[CH:7]=[CH:8][C:21]([CH:20]=[O:22])=[CH:4][CH:5]=2)=[CH:32][CH:31]=1, predict the reactants needed to synthesize it. (5) Given the product [CH3:1][O:2][C:3](=[O:34])[N:4]=[C:5]([S:32][CH3:33])[C:6]([C:20]1[CH:21]=[C:22]([CH2:30][O:31][CH3:35])[C:23]([O:28][CH3:29])=[C:24]([O:26][CH3:27])[CH:25]=1)=[N:7][C:8]1[CH:13]=[CH:12][C:11]([C:14]2[N:18]=[C:17]([CH3:19])[O:16][N:15]=2)=[CH:10][CH:9]=1, predict the reactants needed to synthesize it. The reactants are: [CH3:1][O:2][C:3](=[O:34])[N:4]=[C:5]([S:32][CH3:33])[C:6]([C:20]1[CH:25]=[C:24]([O:26][CH3:27])[C:23]([O:28][CH3:29])=[C:22]([CH2:30][OH:31])[CH:21]=1)=[N:7][C:8]1[CH:13]=[CH:12][C:11]([C:14]2[N:18]=[C:17]([CH3:19])[O:16][N:15]=2)=[CH:10][CH:9]=1.[CH3:35]N(C)C1C2C(=CC=CC=2N(C)C)C=CC=1.F[B-](F)(F)F.C(=O)([O-])O.[Na+]. (6) Given the product [NH2:29][C:20]1[C:19]2[N:18]=[C:17]([CH2:30][CH2:31][CH2:32][CH3:33])[N:16]([CH2:15][CH2:14][CH2:13][CH2:12][NH:11][S:7]([C:1]3[CH:6]=[CH:5][CH:4]=[CH:3][CH:2]=3)(=[O:9])=[O:8])[C:28]=2[C:27]2[CH:26]=[CH:25][CH:24]=[CH:23][C:22]=2[N:21]=1, predict the reactants needed to synthesize it. The reactants are: [C:1]1([S:7](Cl)(=[O:9])=[O:8])[CH:6]=[CH:5][CH:4]=[CH:3][CH:2]=1.[NH2:11][CH2:12][CH2:13][CH2:14][CH2:15][N:16]1[C:28]2[C:27]3[CH:26]=[CH:25][CH:24]=[CH:23][C:22]=3[N:21]=[C:20]([NH2:29])[C:19]=2[N:18]=[C:17]1[CH2:30][CH2:31][CH2:32][CH3:33].ClCCl. (7) The reactants are: [CH2:1]=[C:2]1[CH2:7][CH2:6][O:5][CH2:4][CH2:3]1.[CH:8]12[BH:16][CH:12]([CH2:13][CH2:14][CH2:15]1)[CH2:11][CH2:10][CH2:9]2. Given the product [CH:12]12[B:16]([CH2:1][CH:2]3[CH2:7][CH2:6][O:5][CH2:4][CH2:3]3)[CH:8]([CH2:15][CH2:14][CH2:13]1)[CH2:9][CH2:10][CH2:11]2, predict the reactants needed to synthesize it.